Dataset: Full USPTO retrosynthesis dataset with 1.9M reactions from patents (1976-2016). Task: Predict the reactants needed to synthesize the given product. (1) Given the product [CH3:24][N:21]1[CH2:22][CH2:23][C:11]2[N:10]([CH2:9][C:8]([C:7]3[C:2](=[O:27])[NH:3][CH:4]=[CH:5][CH:6]=3)([OH:26])[CH3:25])[C:18]3[CH:17]=[CH:16][C:15]([CH3:19])=[CH:14][C:13]=3[C:12]=2[CH2:20]1, predict the reactants needed to synthesize it. The reactants are: Cl[C:2]1[C:7]([C:8]([OH:26])([CH3:25])[CH2:9][N:10]2[C:18]3[CH:17]=[CH:16][C:15]([CH3:19])=[CH:14][C:13]=3[C:12]3[CH2:20][N:21]([CH3:24])[CH2:22][CH2:23][C:11]2=3)=[CH:6][CH:5]=[CH:4][N:3]=1.[OH-:27].[K+]. (2) Given the product [O:26]1[CH:30]=[CH:29][CH:28]=[C:27]1[CH:31]([NH:32][C:33]1[CH:38]=[CH:37][CH:36]=[C:35]([O:39][CH3:40])[CH:34]=1)[C:8]([C:10]1[C:18]2[C:13](=[CH:14][CH:15]=[CH:16][CH:17]=2)[NH:12][CH:11]=1)=[O:9], predict the reactants needed to synthesize it. The reactants are: C(N(CC)CC)C.[CH:8]([C:10]1[C:18]2[C:13](=[CH:14][CH:15]=[CH:16][CH:17]=2)[N:12](C(OC(C)(C)C)=O)[CH:11]=1)=[O:9].[O:26]1[CH:30]=[CH:29][CH:28]=[C:27]1[CH:31]=[N:32][C:33]1[CH:38]=[CH:37][CH:36]=[C:35]([O:39][CH3:40])[CH:34]=1. (3) Given the product [CH2:1]([O:3][C:4](=[O:17])[C:5]([CH3:7])([S:8]([C:11]1[N:12]([CH3:16])[CH:13]=[CH:14][N:15]=1)(=[O:10])=[O:9])[CH2:6][C:36]1[CH:37]=[CH:38][C:33]([C:30]2[CH:31]=[CH:32][CH:27]=[CH:28][CH:29]=2)=[CH:34][CH:35]=1)[CH3:2], predict the reactants needed to synthesize it. The reactants are: [CH2:1]([O:3][C:4](=[O:17])[C:5]([S:8]([C:11]1[N:12]([CH3:16])[CH:13]=[CH:14][N:15]=1)(=[O:10])=[O:9])([CH3:7])[CH3:6])[CH3:2].CN1C=CN=C1S.ClC[C:27]1[CH:32]=[CH:31][C:30]([C:33]2[CH:38]=[CH:37][CH:36]=[CH:35][CH:34]=2)=[CH:29][CH:28]=1. (4) Given the product [ClH:39].[O:38]=[S:2]1(=[O:1])[CH2:6][CH2:5][CH2:4][N:3]1[C:7]1[CH:12]=[C:11]([N:13]2[CH2:17][CH2:16][CH2:15][S:14]2(=[O:19])=[O:18])[CH:10]=[CH:9][C:8]=1[C:20]([N:22]1[CH2:23][CH2:24][N:25]([C:28]2[C:33]([CH:34]3[CH2:36][CH2:35]3)=[CH:32][C:31]([CH3:37])=[CH:30][N:29]=2)[CH2:26][CH2:27]1)=[O:21], predict the reactants needed to synthesize it. The reactants are: [O:1]=[S:2]1(=[O:38])[CH2:6][CH2:5][CH2:4][N:3]1[C:7]1[CH:12]=[C:11]([N:13]2[CH2:17][CH2:16][CH2:15][S:14]2(=[O:19])=[O:18])[CH:10]=[CH:9][C:8]=1[C:20]([N:22]1[CH2:27][CH2:26][N:25]([C:28]2[C:33]([CH:34]3[CH2:36][CH2:35]3)=[CH:32][C:31]([CH3:37])=[CH:30][N:29]=2)[CH2:24][CH2:23]1)=[O:21].[ClH:39].C(OCC)(=O)C. (5) Given the product [CH:10]([N:13]1[CH2:14][CH2:15][N:9]=[C:5]1[CH2:4][C:2]#[N:3])([CH3:12])[CH3:11], predict the reactants needed to synthesize it. The reactants are: Cl.[C:2]([CH2:4][C:5](=[NH:9])OCC)#[N:3].[CH:10]([NH:13][CH2:14][CH2:15]N)([CH3:12])[CH3:11].C([O-])(O)=O.[Na+]. (6) Given the product [Cl:1][C:2]1[C:3]([I:11])=[C:4]([Cl:20])[N:5]=[C:6]([CH2:8][CH3:9])[N:7]=1, predict the reactants needed to synthesize it. The reactants are: [Cl:1][C:2]1[N:7]=[C:6]([CH2:8][CH3:9])[N:5]=[C:4](O)[C:3]=1[I:11].C(=O)([O-])[O-].[Na+].[Na+].P(Cl)(Cl)([Cl:20])=O. (7) Given the product [NH2:11][C:9]1[S:10][C:5]2[CH:6]=[CH:7][C:2]([Br:1])=[CH:3][C:4]=2[N:8]=1, predict the reactants needed to synthesize it. The reactants are: [Br:1][C:2]1[CH:3]=[C:4]([NH:8][C:9]([NH2:11])=[S:10])[CH:5]=[CH:6][CH:7]=1.BrBr. (8) Given the product [NH2:23][C:18]1[N:19]=[C:20]([N:8]2[C:9]3[C:5](=[C:4]([NH:11][C:12](=[O:14])[CH3:13])[CH:3]=[C:2]([Br:1])[CH:10]=3)[CH2:6][CH2:7]2)[C:21]([Cl:22])=[CH:16][N:17]=1, predict the reactants needed to synthesize it. The reactants are: [Br:1][C:2]1[CH:10]=[C:9]2[C:5]([CH2:6][CH2:7][NH:8]2)=[C:4]([NH:11][C:12](=[O:14])[CH3:13])[CH:3]=1.Cl[C:16]1[C:21]([Cl:22])=[CH:20][N:19]=[C:18]([NH2:23])[N:17]=1.Cl.